Regression. Given two drug SMILES strings and cell line genomic features, predict the synergy score measuring deviation from expected non-interaction effect. From a dataset of NCI-60 drug combinations with 297,098 pairs across 59 cell lines. (1) Drug 1: CNC(=O)C1=CC=CC=C1SC2=CC3=C(C=C2)C(=NN3)C=CC4=CC=CC=N4. Drug 2: C1CN(CCN1C(=O)CCBr)C(=O)CCBr. Cell line: 786-0. Synergy scores: CSS=16.4, Synergy_ZIP=-2.43, Synergy_Bliss=8.92, Synergy_Loewe=8.04, Synergy_HSA=8.64. (2) Drug 1: C1CC(C1)(C(=O)O)C(=O)O.[NH2-].[NH2-].[Pt+2]. Drug 2: CC(C)NC(=O)C1=CC=C(C=C1)CNNC.Cl. Cell line: MDA-MB-435. Synergy scores: CSS=11.2, Synergy_ZIP=-1.85, Synergy_Bliss=0.367, Synergy_Loewe=-2.25, Synergy_HSA=-0.820. (3) Drug 1: CCC1(CC2CC(C3=C(CCN(C2)C1)C4=CC=CC=C4N3)(C5=C(C=C6C(=C5)C78CCN9C7C(C=CC9)(C(C(C8N6C=O)(C(=O)OC)O)OC(=O)C)CC)OC)C(=O)OC)O.OS(=O)(=O)O. Drug 2: C1CN1C2=NC(=NC(=N2)N3CC3)N4CC4. Cell line: NCIH23. Synergy scores: CSS=47.4, Synergy_ZIP=-1.72, Synergy_Bliss=0.533, Synergy_Loewe=0.708, Synergy_HSA=1.29. (4) Drug 1: CN(C)N=NC1=C(NC=N1)C(=O)N. Drug 2: COC1=C2C(=CC3=C1OC=C3)C=CC(=O)O2. Cell line: CAKI-1. Synergy scores: CSS=2.91, Synergy_ZIP=-1.90, Synergy_Bliss=0.812, Synergy_Loewe=-1.74, Synergy_HSA=-1.08. (5) Drug 1: C1=CC(=CC=C1CC(C(=O)O)N)N(CCCl)CCCl.Cl. Drug 2: CC1C(C(=O)NC(C(=O)N2CCCC2C(=O)N(CC(=O)N(C(C(=O)O1)C(C)C)C)C)C(C)C)NC(=O)C3=C4C(=C(C=C3)C)OC5=C(C(=O)C(=C(C5=N4)C(=O)NC6C(OC(=O)C(N(C(=O)CN(C(=O)C7CCCN7C(=O)C(NC6=O)C(C)C)C)C)C(C)C)C)N)C. Cell line: SF-268. Synergy scores: CSS=29.4, Synergy_ZIP=2.22, Synergy_Bliss=10.0, Synergy_Loewe=5.82, Synergy_HSA=6.19. (6) Drug 1: CNC(=O)C1=CC=CC=C1SC2=CC3=C(C=C2)C(=NN3)C=CC4=CC=CC=N4. Drug 2: CC1=C(C=C(C=C1)NC(=O)C2=CC=C(C=C2)CN3CCN(CC3)C)NC4=NC=CC(=N4)C5=CN=CC=C5. Cell line: TK-10. Synergy scores: CSS=-1.94, Synergy_ZIP=3.73, Synergy_Bliss=2.69, Synergy_Loewe=-3.93, Synergy_HSA=-1.73. (7) Drug 1: CC1=C2C(C(=O)C3(C(CC4C(C3C(C(C2(C)C)(CC1OC(=O)C(C(C5=CC=CC=C5)NC(=O)C6=CC=CC=C6)O)O)OC(=O)C7=CC=CC=C7)(CO4)OC(=O)C)O)C)OC(=O)C. Drug 2: COCCOC1=C(C=C2C(=C1)C(=NC=N2)NC3=CC=CC(=C3)C#C)OCCOC.Cl. Cell line: COLO 205. Synergy scores: CSS=60.8, Synergy_ZIP=1.15, Synergy_Bliss=-0.726, Synergy_Loewe=-20.7, Synergy_HSA=-1.24. (8) Drug 1: C1=CC(=CC=C1CCCC(=O)O)N(CCCl)CCCl. Drug 2: CC(C)NC(=O)C1=CC=C(C=C1)CNNC.Cl. Cell line: UACC-257. Synergy scores: CSS=-2.81, Synergy_ZIP=-2.10, Synergy_Bliss=-3.18, Synergy_Loewe=-10.9, Synergy_HSA=-7.07. (9) Drug 1: C1=CN(C=N1)CC(O)(P(=O)(O)O)P(=O)(O)O. Drug 2: N.N.Cl[Pt+2]Cl. Cell line: DU-145. Synergy scores: CSS=44.9, Synergy_ZIP=2.09, Synergy_Bliss=-1.04, Synergy_Loewe=-6.23, Synergy_HSA=-2.17.